This data is from Reaction yield outcomes from USPTO patents with 853,638 reactions. The task is: Predict the reaction yield, written as a fraction of the theoretical maximum amount of product (1.0 means a 100% yield; for example, 0.34 means a 34% yield). The reactants are [Cl:1][C:2]1[CH:10]=[C:9]2[C:5]([CH2:6][CH2:7][C:8]2([CH3:12])[CH3:11])=[CH:4][CH:3]=1.CC(C)=[O:15].S([O-])([O-])(=O)=O.[Mg+2].[Mn]([O-])(=O)(=O)=O.[K+]. The catalyst is O. The product is [Cl:1][C:2]1[CH:10]=[C:9]2[C:5](=[CH:4][CH:3]=1)[C:6](=[O:15])[CH2:7][C:8]2([CH3:12])[CH3:11]. The yield is 0.670.